Task: Regression. Given two drug SMILES strings and cell line genomic features, predict the synergy score measuring deviation from expected non-interaction effect.. Dataset: NCI-60 drug combinations with 297,098 pairs across 59 cell lines (1) Drug 1: C1C(C(OC1N2C=C(C(=O)NC2=O)F)CO)O. Drug 2: CCC1(CC2CC(C3=C(CCN(C2)C1)C4=CC=CC=C4N3)(C5=C(C=C6C(=C5)C78CCN9C7C(C=CC9)(C(C(C8N6C)(C(=O)OC)O)OC(=O)C)CC)OC)C(=O)OC)O.OS(=O)(=O)O. Cell line: COLO 205. Synergy scores: CSS=19.2, Synergy_ZIP=-2.73, Synergy_Bliss=-5.68, Synergy_Loewe=-9.86, Synergy_HSA=-4.54. (2) Drug 1: CS(=O)(=O)C1=CC(=C(C=C1)C(=O)NC2=CC(=C(C=C2)Cl)C3=CC=CC=N3)Cl. Synergy scores: CSS=21.8, Synergy_ZIP=3.13, Synergy_Bliss=8.87, Synergy_Loewe=9.64, Synergy_HSA=11.0. Drug 2: CC1=C(C=C(C=C1)NC2=NC=CC(=N2)N(C)C3=CC4=NN(C(=C4C=C3)C)C)S(=O)(=O)N.Cl. Cell line: RXF 393. (3) Drug 1: CC1=C2C(C(=O)C3(C(CC4C(C3C(C(C2(C)C)(CC1OC(=O)C(C(C5=CC=CC=C5)NC(=O)C6=CC=CC=C6)O)O)OC(=O)C7=CC=CC=C7)(CO4)OC(=O)C)O)C)OC(=O)C. Drug 2: C1=NC2=C(N1)C(=S)N=CN2. Cell line: EKVX. Synergy scores: CSS=13.0, Synergy_ZIP=-6.07, Synergy_Bliss=-0.900, Synergy_Loewe=0.797, Synergy_HSA=0.616. (4) Drug 1: CS(=O)(=O)OCCCCOS(=O)(=O)C. Drug 2: CN(C(=O)NC(C=O)C(C(C(CO)O)O)O)N=O. Cell line: 786-0. Synergy scores: CSS=12.0, Synergy_ZIP=-3.58, Synergy_Bliss=1.10, Synergy_Loewe=-6.02, Synergy_HSA=1.26. (5) Cell line: HL-60(TB). Synergy scores: CSS=49.5, Synergy_ZIP=1.45, Synergy_Bliss=0.939, Synergy_Loewe=-28.4, Synergy_HSA=1.09. Drug 2: C1=NNC2=C1C(=O)NC=N2. Drug 1: C1=NC2=C(N1)C(=S)N=CN2. (6) Drug 1: C1=CN(C(=O)N=C1N)C2C(C(C(O2)CO)O)O.Cl. Drug 2: CC12CCC3C(C1CCC2O)C(CC4=C3C=CC(=C4)O)CCCCCCCCCS(=O)CCCC(C(F)(F)F)(F)F. Cell line: NCI/ADR-RES. Synergy scores: CSS=52.0, Synergy_ZIP=-3.38, Synergy_Bliss=-4.21, Synergy_Loewe=-34.8, Synergy_HSA=-2.43.